Dataset: CYP1A2 inhibition data for predicting drug metabolism from PubChem BioAssay. Task: Regression/Classification. Given a drug SMILES string, predict its absorption, distribution, metabolism, or excretion properties. Task type varies by dataset: regression for continuous measurements (e.g., permeability, clearance, half-life) or binary classification for categorical outcomes (e.g., BBB penetration, CYP inhibition). Dataset: cyp1a2_veith. (1) The compound is CN(C)c1ncnc2ccc(-c3ccc4c(c3)OCO4)cc12. The result is 1 (inhibitor). (2) The compound is O=C(O)CCc1c2ccc(=O)c(O)c-2oc2c(O)c(O)ccc12. The result is 0 (non-inhibitor). (3) The compound is CCn1c(=N)c(S(=O)(=O)c2ccc(F)cc2)cc2c(=O)n3ccccc3nc21. The result is 1 (inhibitor). (4) The molecule is COC(=O)[C@@]1(Cc2ccc(OC)cc2)[C@H]2c3cc(C(=O)N4CCCC4)n(CCn4cc([N+](=O)[O-])nc4C)c3C[C@H]2CN1C(=O)c1ccccc1. The result is 0 (non-inhibitor). (5) The molecule is Cc1cccc(N/C(N)=N/c2nc(C)cc(C)n2)c1. The result is 1 (inhibitor). (6) The drug is CCNC(=O)NC1(C(=O)Nc2ccc3c(c2)OCCO3)CCCCC1. The result is 0 (non-inhibitor). (7) The compound is CC(=O)c1sc(NC(=O)C(C)C)nc1C. The result is 1 (inhibitor).